Dataset: Catalyst prediction with 721,799 reactions and 888 catalyst types from USPTO. Task: Predict which catalyst facilitates the given reaction. (1) Reactant: Br[C:2]1[CH:7]=[CH:6][C:5]([C:8]2[CH:9]=[N:10][N:11]([CH2:13][C:14]([CH3:17])([OH:16])[CH3:15])[CH:12]=2)=[CH:4][CH:3]=1.[B:18]1([B:18]2[O:22][C:21]([CH3:24])([CH3:23])[C:20]([CH3:26])([CH3:25])[O:19]2)[O:22][C:21]([CH3:24])([CH3:23])[C:20]([CH3:26])([CH3:25])[O:19]1.CC(C1C=C(C(C)C)C(C2C=CC=CC=2P(C2CCCCC2)C2CCCCC2)=C(C(C)C)C=1)C.C([O-])(=O)C.[K+]. The catalyst class is: 62. Product: [CH3:15][C:14]([OH:16])([CH3:17])[CH2:13][N:11]1[CH:12]=[C:8]([C:5]2[CH:6]=[CH:7][C:2]([B:18]3[O:22][C:21]([CH3:24])([CH3:23])[C:20]([CH3:26])([CH3:25])[O:19]3)=[CH:3][CH:4]=2)[CH:9]=[N:10]1. (2) Reactant: [CH:1]1([CH2:6][C@H:7]([CH2:18][C:19]([O:21][C:22]([CH3:25])([CH3:24])[CH3:23])=[O:20])[C:8]([N:10]2[CH:14]([C:15]([OH:17])=O)[CH2:13][CH:12]=[N:11]2)=[O:9])[CH2:5][CH2:4][CH2:3][CH2:2]1.COC1N=C(OC)N=C([N+]2(C)CCOCC2)N=1.CN1CCOCC1.[F:50][C:51]1[CH:52]=[CH:53][C:54]([NH2:57])=[N:55][CH:56]=1. Product: [CH:1]1([CH2:6][C@@H:7]([C:8]([N:10]2[CH:14]([C:15]([NH:57][C:54]3[CH:53]=[CH:52][C:51]([F:50])=[CH:56][N:55]=3)=[O:17])[CH2:13][CH:12]=[N:11]2)=[O:9])[CH2:18][C:19]([O:21][C:22]([CH3:24])([CH3:25])[CH3:23])=[O:20])[CH2:5][CH2:4][CH2:3][CH2:2]1. The catalyst class is: 10. (3) Reactant: Br[CH:2]([C:6]1[CH:11]=[CH:10][C:9]([F:12])=[C:8]([S:13]([CH3:16])(=[O:15])=[O:14])[CH:7]=1)[C:3](=O)[CH3:4].[C:17]([NH:20][C:21]([NH2:23])=[S:22])(=[O:19])[CH3:18].O.C(OCC)(=O)C. Product: [F:12][C:9]1[CH:10]=[CH:11][C:6]([C:2]2[S:22][C:21]([NH:20][C:17](=[O:19])[CH3:18])=[N:23][C:3]=2[CH3:4])=[CH:7][C:8]=1[S:13]([CH3:16])(=[O:15])=[O:14]. The catalyst class is: 8.